From a dataset of Full USPTO retrosynthesis dataset with 1.9M reactions from patents (1976-2016). Predict the reactants needed to synthesize the given product. (1) Given the product [ClH:1].[ClH:1].[Cl:1][C:2]1[CH:3]=[CH:4][C:5]([O:26][CH2:27][CH:28]([CH3:29])[CH3:30])=[C:6]([CH2:8][N:9]2[C:13]([CH3:14])=[C:12]([C:15]3[NH:19][C:18]4[CH:20]=[CH:21][C:22]([CH2:24][NH:32][CH3:31])=[CH:23][C:17]=4[N:16]=3)[CH:11]=[N:10]2)[CH:7]=1, predict the reactants needed to synthesize it. The reactants are: [Cl:1][C:2]1[CH:3]=[CH:4][C:5]([O:26][CH2:27][CH:28]([CH3:30])[CH3:29])=[C:6]([CH2:8][N:9]2[C:13]([CH3:14])=[C:12]([C:15]3[NH:19][C:18]4[CH:20]=[CH:21][C:22]([CH:24]=O)=[CH:23][C:17]=4[N:16]=3)[CH:11]=[N:10]2)[CH:7]=1.[CH3:31][NH2:32].C(O)C.[BH4-].[Na+]. (2) The reactants are: [NH:1](C(OC(C)(C)C)=O)[C@@H:2]([C:22]([O:24][CH2:25][CH3:26])=[O:23])[CH2:3][CH2:4][C:5]([NH:7][C@@H:8]([C:19]([OH:21])=[O:20])[CH2:9][C:10]1[C:18]2[C:13](=[CH:14][CH:15]=[CH:16][CH:17]=2)[NH:12][CH:11]=1)=[O:6].[Cl:34]CCl. Given the product [NH2:1][C@@H:2]([C:22]([O:24][CH2:25][CH3:26])=[O:23])[CH2:3][CH2:4][C:5]([NH:7][C@@H:8]([C:19]([OH:21])=[O:20])[CH2:9][C:10]1[C:18]2[C:13](=[CH:14][CH:15]=[CH:16][CH:17]=2)[NH:12][CH:11]=1)=[O:6].[ClH:34], predict the reactants needed to synthesize it. (3) Given the product [NH:28]1[CH2:27][CH:26]=[C:25]([C:21]2[CH:20]=[C:19]([O:18][C:16]3[CH:15]=[CH:14][C:12]4[N:13]=[C:9]([NH:8][C@@H:3]5[CH2:4][CH2:5][CH2:6][CH2:7][C@H:2]5[OH:1])[S:10][C:11]=4[CH:17]=3)[CH:24]=[N:23][CH:22]=2)[CH2:30][CH2:29]1.[ClH:38], predict the reactants needed to synthesize it. The reactants are: [OH:1][C@@H:2]1[CH2:7][CH2:6][CH2:5][CH2:4][C@H:3]1[NH:8][C:9]1[S:10][C:11]2[CH:17]=[C:16]([O:18][C:19]3[CH:20]=[C:21]([C:25]4[CH2:30][CH2:29][N:28](C(OC(C)(C)C)=O)[CH2:27][CH:26]=4)[CH:22]=[N:23][CH:24]=3)[CH:15]=[CH:14][C:12]=2[N:13]=1.[ClH:38].O1CCOCC1. (4) Given the product [CH3:11][O:12][C:13]1[CH:18]=[CH:17][CH:16]=[C:15]([N+:19]([O-:21])=[O:20])[C:14]=1[CH2:22][CH2:23][OH:24], predict the reactants needed to synthesize it. The reactants are: [H-].C([Al+]CC(C)C)C(C)C.[CH3:11][O:12][C:13]1[CH:18]=[CH:17][CH:16]=[C:15]([N+:19]([O-:21])=[O:20])[C:14]=1[CH2:22][C:23]([O-])=[O:24].Cl. (5) Given the product [C:40]([C:2]1[N:10]2[C:5]([C:6]3([CH2:15][CH2:16][N:17]([C:20]([O:22][C:23]([CH3:25])([CH3:26])[CH3:24])=[O:21])[CH2:18][CH2:19]3)[O:7][C:8]3[CH:14]=[CH:13][CH:12]=[CH:11][C:9]=32)=[CH:4][CH:3]=1)(=[O:42])[CH3:41], predict the reactants needed to synthesize it. The reactants are: Br[C:2]1[N:10]2[C:5]([C:6]3([CH2:19][CH2:18][N:17]([C:20]([O:22][C:23]([CH3:26])([CH3:25])[CH3:24])=[O:21])[CH2:16][CH2:15]3)[O:7][C:8]3[CH:14]=[CH:13][CH:12]=[CH:11][C:9]=32)=[CH:4][CH:3]=1.C(P(C(C)(C)C)C(C)(C)C)(C)(C)C.[CH:40]([O:42]CCCC)=[CH2:41].C1(N(C)C2CCCCC2)CCCCC1.Cl.